From a dataset of Reaction yield outcomes from USPTO patents with 853,638 reactions. Predict the reaction yield, written as a fraction of the theoretical maximum amount of product (1.0 means a 100% yield; for example, 0.34 means a 34% yield). (1) The reactants are Br[C:2]1[CH:3]=[C:4]([CH:11]=[C:12]([F:14])[CH:13]=1)[O:5][CH2:6][CH:7]([CH3:10])[CH2:8][OH:9].[CH3:15][C:16]1([CH3:32])[C:20]([CH3:22])([CH3:21])[O:19][B:18]([B:18]2[O:19][C:20]([CH3:22])([CH3:21])[C:16]([CH3:32])([CH3:15])[O:17]2)[O:17]1.C([O-])(=O)C.[K+]. The catalyst is O1CCOCC1. The product is [F:14][C:12]1[CH:11]=[C:4]([CH:3]=[C:2]([B:18]2[O:19][C:20]([CH3:22])([CH3:21])[C:16]([CH3:32])([CH3:15])[O:17]2)[CH:13]=1)[O:5][CH2:6][CH:7]([CH3:10])[CH2:8][OH:9]. The yield is 0.880. (2) The reactants are [CH3:1][C:2]1[CH:7]=[C:6]([C:8]2[CH:9]=[C:10]([NH2:17])[CH:11]=[C:12]([N+:14]([O-])=O)[CH:13]=2)[CH:5]=[CH:4][N:3]=1. The catalyst is CO.[Pd]. The product is [CH3:1][C:2]1[CH:7]=[C:6]([C:8]2[CH:13]=[C:12]([NH2:14])[CH:11]=[C:10]([NH2:17])[CH:9]=2)[CH:5]=[CH:4][N:3]=1. The yield is 0.910. (3) The reactants are CC[C@H]1[C@H]2C[C@H]([C@H](OC3C4C(=CC=CC=4)C(O[C@H](C4C=CN=C5C=4C=C(OC)C=C5)[C@@H]4N5C[C@H](CC)[C@@H](CC5)C4)=NN=3)C3C=CN=C4C=3C=C([O:22]C)C=C4)N(CC2)C1.[CH:59]([C:61]1[CH:62]=[C:63]([CH2:69][CH2:70][C:71]([O:73][CH2:74][CH3:75])=[O:72])[CH:64]=[C:65]([F:68])[C:66]=1[F:67])=[CH2:60].S([O-])([O-])=O.[Na+].[Na+].[OH2:82]. The catalyst is CC(O)(C)C. The product is [OH:82][C@@H:59]([C:61]1[CH:62]=[C:63]([CH2:69][CH2:70][C:71]([O:73][CH2:74][CH3:75])=[O:72])[CH:64]=[C:65]([F:68])[C:66]=1[F:67])[CH2:60][OH:22]. The yield is 0.950. (4) The reactants are [Cl:1][C:2]1[C:3]([C:18]2[N:22]=[C:21]([C:23]3[N:24]=[C:25]4[C:30]([Cl:31])=[CH:29][C:28]([O:32][CH:33]([CH3:35])[CH3:34])=[CH:27][N:26]4[CH:36]=3)[O:20][N:19]=2)=[CH:4][C:5]([F:17])=[C:6]([CH2:8][CH2:9][C:10]([O:12]C(C)(C)C)=[O:11])[CH:7]=1.C(O)(C(F)(F)F)=O. The yield is 0.170. The catalyst is C(Cl)Cl. The product is [Cl:1][C:2]1[C:3]([C:18]2[N:22]=[C:21]([C:23]3[N:24]=[C:25]4[C:30]([Cl:31])=[CH:29][C:28]([O:32][CH:33]([CH3:34])[CH3:35])=[CH:27][N:26]4[CH:36]=3)[O:20][N:19]=2)=[CH:4][C:5]([F:17])=[C:6]([CH2:8][CH2:9][C:10]([OH:12])=[O:11])[CH:7]=1. (5) The reactants are [CH2:1]([O:3][C:4]([C@H:6]1[CH2:8][C@@H:7]1[C@:9]([NH2:16])([CH3:15])[C:10]([F:14])([F:13])[CH2:11][OH:12])=[O:5])[CH3:2].[N:17]#[C:18]Br.C(#N)C. The catalyst is C(O)C. The product is [CH2:1]([O:3][C:4]([C@H:6]1[CH2:8][C@@H:7]1[C@:9]1([CH3:15])[C:10]([F:14])([F:13])[CH2:11][O:12][C:18]([NH2:17])=[N:16]1)=[O:5])[CH3:2]. The yield is 0.670. (6) The reactants are [Cl:1][C:2]1[CH:3]=[C:4]([C:8](O)=[CH:9][C:10]2[CH:15]=[CH:14][N:13]=[CH:12][N:11]=2)[CH:5]=[CH:6][CH:7]=1.Cl.[NH2:18][OH:19].[OH-].[Na+]. The catalyst is CO. The product is [Cl:1][C:2]1[CH:3]=[C:4]([C:8](=[N:18][OH:19])[CH2:9][C:10]2[CH:15]=[CH:14][N:13]=[CH:12][N:11]=2)[CH:5]=[CH:6][CH:7]=1. The yield is 0.680. (7) The reactants are [CH2:1]([CH:3]1[C:12]2[C:7](=[C:8]([CH3:14])[CH:9]=[CH:10][C:11]=2[CH3:13])[S:6][CH2:5][CH2:4]1)[CH3:2].[Cl-].[Al+3].[Cl-].[Cl-].[C:19](Cl)(=[O:21])[CH3:20].Cl. The catalyst is ClCCl. The product is [C:19]([C:10]1[C:11]([CH3:13])=[C:12]2[C:7](=[C:8]([CH3:14])[CH:9]=1)[S:6][CH2:5][CH2:4][CH:3]2[CH2:1][CH3:2])(=[O:21])[CH3:20]. The yield is 0.720. (8) The reactants are [Cl:1][C:2]1[CH:6]=[N:5][N:4]([CH:7]([CH3:9])[CH3:8])[C:3]=1[C:10]1[CH:11]=[C:12]([NH2:18])[CH:13]=[CH:14][C:15]=1[O:16][CH3:17].[Cl:19][C:20]1[CH:21]=[C:22]([N:27]=[C:28]=[O:29])[CH:23]=[CH:24][C:25]=1[F:26]. The catalyst is C(Cl)Cl. The product is [Cl:19][C:20]1[CH:21]=[C:22]([NH:27][C:28]([NH:18][C:12]2[CH:13]=[CH:14][C:15]([O:16][CH3:17])=[C:10]([C:3]3[N:4]([CH:7]([CH3:9])[CH3:8])[N:5]=[CH:6][C:2]=3[Cl:1])[CH:11]=2)=[O:29])[CH:23]=[CH:24][C:25]=1[F:26]. The yield is 0.280. (9) The reactants are [Cl:1][C:2]1[CH:3]=[CH:4][C:5]([NH:8][C:9]([C:11]2[CH:16]=[C:15]([Cl:17])[CH:14]=[C:13]([N:18]3[CH2:23][CH2:22][O:21][CH2:20][CH2:19]3)[C:12]=2[N+:24]([O-])=O)=[O:10])=[N:6][CH:7]=1.[Sn](Cl)Cl.[C:30]([C:32]1[CH:40]=[CH:39][C:35]([C:36](Cl)=[O:37])=[CH:34][CH:33]=1)#[N:31]. The catalyst is C(OCC)(=O)C. The product is [Cl:1][C:2]1[CH:3]=[CH:4][C:5]([NH:8][C:9]([C:11]2[CH:16]=[C:15]([Cl:17])[CH:14]=[C:13]([N:18]3[CH2:23][CH2:22][O:21][CH2:20][CH2:19]3)[C:12]=2[NH:24][C:36]([C:35]2[CH:39]=[CH:40][C:32]([C:30]#[N:31])=[CH:33][CH:34]=2)=[O:37])=[O:10])=[N:6][CH:7]=1. The yield is 0.980.